Task: Predict the reactants needed to synthesize the given product.. Dataset: Full USPTO retrosynthesis dataset with 1.9M reactions from patents (1976-2016) (1) Given the product [Cl:19][C:20]1[CH:21]=[CH:22][C:23]([C:26]2[CH:34]=[C:33]3[C:29]([C:30]([NH:43][C:44](=[O:48])[CH2:45][CH2:46][CH3:47])=[N:31][NH:32]3)=[CH:28][CH:27]=2)=[CH:24][CH:25]=1, predict the reactants needed to synthesize it. The reactants are: [F-].C([N+](CCCC)(CCCC)CCCC)CCC.[Cl:19][C:20]1[CH:25]=[CH:24][C:23]([C:26]2[CH:34]=[C:33]3[C:29]([C:30]([NH:43][C:44](=[O:48])[CH2:45][CH2:46][CH3:47])=[N:31][N:32]3COCC[Si](C)(C)C)=[CH:28][CH:27]=2)=[CH:22][CH:21]=1.C(OCC)(=O)C. (2) Given the product [ClH:12].[OH:4][CH:2]([CH2:1][O:5][C:6]1[CH:11]=[CH:10][CH:9]=[C:8]([Cl:12])[C:7]=1[C:13]#[N:14])[CH2:3][NH:27][C:16]([CH3:26])([CH3:15])[CH2:17][C:18]1[CH:23]=[CH:22][C:21]([O:24][CH3:25])=[CH:20][CH:19]=1, predict the reactants needed to synthesize it. The reactants are: [CH2:1]([O:5][C:6]1[CH:11]=[CH:10][CH:9]=[C:8]([Cl:12])[C:7]=1[C:13]#[N:14])[CH:2]1[O:4][CH2:3]1.[CH3:15][C:16]([NH2:27])([CH3:26])[CH2:17][C:18]1[CH:23]=[CH:22][C:21]([O:24][CH3:25])=[CH:20][CH:19]=1. (3) Given the product [N:12]1[CH:11]=[CH:10][C:9]([NH:8][C:7]2[C:6](=[O:15])[C:5](=[O:16])[C:4]=2[NH:30][CH2:29][CH2:28][CH2:27][CH2:26][CH2:25][CH2:24][O:23][C:19]2[CH:18]=[N:17][CH:22]=[CH:21][CH:20]=2)=[CH:14][CH:13]=1, predict the reactants needed to synthesize it. The reactants are: C(O[C:4]1[C:5](=[O:16])[C:6](=[O:15])[C:7]=1[NH:8][C:9]1[CH:14]=[CH:13][N:12]=[CH:11][CH:10]=1)C.[N:17]1[CH:22]=[CH:21][CH:20]=[C:19]([O:23][CH2:24][CH2:25][CH2:26][CH2:27][CH2:28][CH2:29][NH2:30])[CH:18]=1. (4) Given the product [F:1][C:2]1[CH:3]=[CH:4][C:5]([C:8]2[CH:12]=[C:11]([C:13]([OH:15])=[O:14])[O:10][N:9]=2)=[CH:6][CH:7]=1, predict the reactants needed to synthesize it. The reactants are: [F:1][C:2]1[CH:7]=[CH:6][C:5]([C:8]2[CH:12]=[C:11]([C:13]([O:15]C)=[O:14])[O:10][N:9]=2)=[CH:4][CH:3]=1.[OH-].[Na+]. (5) Given the product [Cl:18][C:19]1[CH:27]=[C:26]2[C:22]([CH:23]=[C:24]([C:28](=[O:29])[NH:4][CH:3]([C:5]3[CH:10]=[CH:9][C:8]([F:11])=[C:7]([C:12]([F:13])([F:14])[F:15])[CH:6]=3)[C:2]([F:1])([F:16])[F:17])[NH:25]2)=[CH:21][C:20]=1[C:31]([O:33][CH2:34][CH3:35])=[O:32], predict the reactants needed to synthesize it. The reactants are: [F:1][C:2]([F:17])([F:16])[CH:3]([C:5]1[CH:10]=[CH:9][C:8]([F:11])=[C:7]([C:12]([F:15])([F:14])[F:13])[CH:6]=1)[NH2:4].[Cl:18][C:19]1[CH:27]=[C:26]2[C:22]([CH:23]=[C:24]([C:28](O)=[O:29])[NH:25]2)=[CH:21][C:20]=1[C:31]([O:33][CH2:34][CH3:35])=[O:32].F[P-](F)(F)(F)(F)F.N1(OC(N(C)C)=[N+](C)C)C2C=CC=CC=2N=N1.CN1CCOCC1. (6) The reactants are: C([N:14]1[CH2:17][CH:16]([OH:18])[CH2:15]1)(C1C=CC=CC=1)C1C=CC=CC=1.[C:19]([OH:25])([C:21]([F:24])([F:23])[F:22])=[O:20]. Given the product [F:22][C:21]([F:24])([F:23])[C:19]([OH:25])=[O:20].[OH:18][CH:16]1[CH2:17][NH:14][CH2:15]1, predict the reactants needed to synthesize it. (7) Given the product [F:21][C:20]([F:23])([F:22])[C:16]1[CH:15]=[C:14]([C:7]2[CH:8]=[CH:9][C:4]([CH2:3][NH2:2])=[CH:5][CH:6]=2)[CH:19]=[CH:18][CH:17]=1, predict the reactants needed to synthesize it. The reactants are: Cl.[NH2:2][CH2:3][C:4]1[CH:9]=[CH:8][C:7](B(O)O)=[CH:6][CH:5]=1.Br[C:14]1[CH:19]=[CH:18][CH:17]=[C:16]([C:20]([F:23])([F:22])[F:21])[CH:15]=1.P([O-])([O-])([O-])=O.[K+].[K+].[K+].C(COC)OC.O. (8) Given the product [CH3:4][CH:3]1[CH:11]([CH:10]([CH2:13][CH2:14][CH3:15])[CH3:9])[O:12][C:1](=[O:5])[CH2:2]1, predict the reactants needed to synthesize it. The reactants are: [C:1](OCC)(=[O:5])/[CH:2]=[CH:3]/[CH3:4].[CH3:9][CH:10]([CH2:13][CH2:14][CH3:15])[CH:11]=[O:12].CC(C1OC(=O)CC1)CCC. (9) The reactants are: Cl[C:2]1[CH:7]=[CH:6][N:5]=[C:4]2[CH:8]=[C:9]([C:11]3[CH:16]=[C:15]([CH3:17])[C:14]([O:18][CH3:19])=[C:13]([CH3:20])[CH:12]=3)[O:10][C:3]=12.[CH3:21][C:22]1[C:30]([NH2:31])=[CH:29][CH:28]=[C:27]2[C:23]=1[CH:24]=[CH:25][NH:26]2. Given the product [CH3:19][O:18][C:14]1[C:15]([CH3:17])=[CH:16][C:11]([C:9]2[O:10][C:3]3[C:4](=[N:5][CH:6]=[CH:7][C:2]=3[NH:31][C:30]3[C:22]([CH3:21])=[C:23]4[C:27](=[CH:28][CH:29]=3)[NH:26][CH:25]=[CH:24]4)[CH:8]=2)=[CH:12][C:13]=1[CH3:20], predict the reactants needed to synthesize it. (10) Given the product [F:33][C:23]1[CH:22]=[C:21]([CH:26]=[C:25]([C:27]2[CH:28]=[CH:29][N:30]=[CH:31][CH:32]=2)[CH:24]=1)/[CH:20]=[CH:19]/[C:16]1[CH:17]=[CH:18][C:13]([N:10]2[CH2:9][CH2:8][N:7]([S:36]([C:35]([F:41])([F:40])[F:34])(=[O:38])=[O:37])[CH2:12][CH2:11]2)=[CH:14][CH:15]=1, predict the reactants needed to synthesize it. The reactants are: C1(S([N:7]2[CH2:12][CH2:11][N:10]([C:13]3[CH:18]=[CH:17][C:16](/[CH:19]=[CH:20]/[C:21]4[CH:26]=[C:25]([C:27]5[CH:32]=[CH:31][N:30]=[CH:29][CH:28]=5)[CH:24]=[C:23]([F:33])[CH:22]=4)=[CH:15][CH:14]=3)[CH2:9][CH2:8]2)(=O)=O)CC1.[F:34][C:35]([F:41])([F:40])[S:36](Cl)(=[O:38])=[O:37].